This data is from Forward reaction prediction with 1.9M reactions from USPTO patents (1976-2016). The task is: Predict the product of the given reaction. The product is: [O:35]1[CH2:36][CH2:37][N:32]([C:25]([C:24]2[CH:28]=[CH:29][CH:30]=[C:22]([C:19]3[CH:18]=[CH:17][N:16]=[C:15]4[CH:14]=[C:13]([C:5]5[CH:4]=[C:3]([O:2][CH3:1])[C:8]([O:9][CH3:10])=[C:7]([O:11][CH3:12])[CH:6]=5)[O:21][C:20]=34)[CH:23]=2)=[O:26])[CH2:33][CH2:34]1. Given the reactants [CH3:1][O:2][C:3]1[CH:4]=[C:5]([C:13]2[O:21][C:20]3[C:15](=[N:16][CH:17]=[CH:18][C:19]=3[C:22]3[CH:23]=[C:24]([CH:28]=[CH:29][CH:30]=3)[C:25](O)=[O:26])[CH:14]=2)[CH:6]=[C:7]([O:11][CH3:12])[C:8]=1[O:9][CH3:10].C[N:32]1[CH2:37][CH2:36][O:35][CH2:34][CH2:33]1, predict the reaction product.